From a dataset of Acute oral toxicity (LD50) regression data from Zhu et al.. Regression/Classification. Given a drug SMILES string, predict its toxicity properties. Task type varies by dataset: regression for continuous values (e.g., LD50, hERG inhibition percentage) or binary classification for toxic/non-toxic outcomes (e.g., AMES mutagenicity, cardiotoxicity, hepatotoxicity). Dataset: ld50_zhu. (1) The compound is CN(C)c1nc(N(C)C)nc(N(C)C)n1. The rat oral LD50 is 2.78, given as -log10 of the dose in mol/kg body weight (higher means more acutely toxic). (2) The rat oral LD50 is 2.12, given as -log10 of the dose in mol/kg body weight (higher means more acutely toxic). The drug is O=C(O)c1c(Cl)ccc(Cl)c1O.